Dataset: Reaction yield outcomes from USPTO patents with 853,638 reactions. Task: Predict the reaction yield, written as a fraction of the theoretical maximum amount of product (1.0 means a 100% yield; for example, 0.34 means a 34% yield). (1) The reactants are [F:1][C:2]([F:32])([F:31])[C:3]1([CH2:7][N:8]2[CH2:13][CH2:12][CH:11]([CH2:14][O:15][C:16]3[N:21]=[CH:20][C:19]([C:22]4[CH:30]=[CH:29][C:25]([C:26](O)=[O:27])=[CH:24][CH:23]=4)=[CH:18][CH:17]=3)[CH2:10][CH2:9]2)[CH2:6][CH2:5][CH2:4]1.Cl.[OH:34][C@H:35]1[CH2:39][NH:38][C@H:37]([C:40]([O:42][CH3:43])=[O:41])[CH2:36]1.C(Cl)CCl.C1C=CC2N(O)N=NC=2C=1.CCN(C(C)C)C(C)C.[NH4+].[Cl-]. The catalyst is CN(C=O)C. The product is [OH:34][C@H:35]1[CH2:39][N:38]([C:26](=[O:27])[C:25]2[CH:29]=[CH:30][C:22]([C:19]3[CH:20]=[N:21][C:16]([O:15][CH2:14][CH:11]4[CH2:10][CH2:9][N:8]([CH2:7][C:3]5([C:2]([F:31])([F:1])[F:32])[CH2:4][CH2:5][CH2:6]5)[CH2:13][CH2:12]4)=[CH:17][CH:18]=3)=[CH:23][CH:24]=2)[C@H:37]([C:40]([O:42][CH3:43])=[O:41])[CH2:36]1. The yield is 0.650. (2) The yield is 0.930. The product is [Br:1][C:2]1[CH:7]=[CH:6][C:5]([F:8])=[CH:4][C:3]=1[O:9][CH3:10]. The reactants are [Br:1][C:2]1[CH:7]=[CH:6][C:5]([F:8])=[CH:4][C:3]=1[OH:9].[C:10](=O)([O-])[O-].[K+].[K+].CI. The catalyst is CN(C=O)C.